This data is from Catalyst prediction with 721,799 reactions and 888 catalyst types from USPTO. The task is: Predict which catalyst facilitates the given reaction. (1) Reactant: [N+:1]([C:4]1[CH:18]=[CH:17][C:7]([CH2:8][C:9]2[CH:14]=[CH:13][N:12]=[C:11]([C:15]#[N:16])[CH:10]=2)=[CH:6][CH:5]=1)([O-])=O.N1C=CC=CC=1. Product: [NH2:1][C:4]1[CH:5]=[CH:6][C:7]([CH2:8][C:9]2[CH:14]=[CH:13][N:12]=[C:11]([C:15]#[N:16])[CH:10]=2)=[CH:17][CH:18]=1. The catalyst class is: 29. (2) Reactant: O[CH2:2][C:3]1([S:6]([NH:9][C:10](=[O:16])[O:11][C:12]([CH3:15])([CH3:14])[CH3:13])(=[O:8])=[O:7])[CH2:5][CH2:4]1.CCN(S(F)(F)[F:23])CC. Product: [F:23][CH2:2][C:3]1([S:6]([NH:9][C:10](=[O:16])[O:11][C:12]([CH3:15])([CH3:14])[CH3:13])(=[O:8])=[O:7])[CH2:5][CH2:4]1. The catalyst class is: 2. (3) Reactant: [CH:1]1([CH2:6][C@H:7]([CH2:42][N:43]([CH:52]=[O:53])[O:44]CC2C=CC=CC=2)[C:8]([N:10]2[C@H:14]([C:15]([NH:17][C:18]3[CH:23]=[CH:22][N:21]=[C:20]([N:24]4[CH2:28][CH2:27][C@H:26]([N:29]([CH3:31])[CH3:30])[CH2:25]4)[N:19]=3)=[O:16])[CH2:13][CH2:12][N:11]2C(OCC2C=CC=CC=2)=O)=[O:9])[CH2:5][CH2:4][CH2:3][CH2:2]1. Product: [CH:1]1([CH2:6][C@H:7]([CH2:42][N:43]([CH:52]=[O:53])[OH:44])[C:8]([N:10]2[C@H:14]([C:15]([NH:17][C:18]3[CH:23]=[CH:22][N:21]=[C:20]([N:24]4[CH2:28][CH2:27][C@H:26]([N:29]([CH3:31])[CH3:30])[CH2:25]4)[N:19]=3)=[O:16])[CH2:13][CH2:12][NH:11]2)=[O:9])[CH2:2][CH2:3][CH2:4][CH2:5]1. The catalyst class is: 563. (4) Reactant: [CH3:1][O:2][C:3](=[O:18])[CH2:4][C:5]1[C:6](=[O:17])[N:7]([CH2:10][C:11]2[CH:16]=[CH:15][CH:14]=[CH:13][CH:12]=2)[CH2:8][CH:9]=1.[CH3:19]O.[H][H]. Product: [CH3:1][O:2][C:3](=[O:18])[CH2:4][CH:5]1[CH2:9][CH2:8][N:7]([CH2:10][CH2:11][C:16]2[CH:15]=[CH:14][CH:13]=[CH:12][CH:19]=2)[C:6]1=[O:17]. The catalyst class is: 45. (5) Reactant: [Li+].[BH4-].[CH2:3]([N:6]([C:16]([O:18][C:19]([CH3:22])([CH3:21])[CH3:20])=[O:17])[CH2:7][CH2:8][C:9]([CH3:15])([CH3:14])[C:10](OC)=[O:11])[CH:4]=[CH2:5]. Product: [CH2:3]([N:6]([CH2:7][CH2:8][C:9]([CH3:15])([CH3:14])[CH2:10][OH:11])[C:16](=[O:17])[O:18][C:19]([CH3:20])([CH3:21])[CH3:22])[CH:4]=[CH2:5]. The catalyst class is: 1. (6) Reactant: Cl[CH2:2][C:3]1[CH:12]=[CH:11][C:10]2[C:5](=[CH:6][CH:7]=[CH:8][CH:9]=2)[N:4]=1.C([O-])(O)=O.[Na+].[C-:18]#[N:19].[Na+]. Product: [N:4]1[C:5]2[C:10](=[CH:9][CH:8]=[CH:7][CH:6]=2)[CH:11]=[CH:12][C:3]=1[CH2:2][C:18]#[N:19]. The catalyst class is: 3. (7) Reactant: [OH:1][N:2]1[C:7]([CH3:9])([CH3:8])[CH2:6][CH:5]([O:10][C:11](=[O:18])[C:12]2[CH:17]=[CH:16][CH:15]=[CH:14][CH:13]=2)[CH2:4][C:3]1([CH3:20])[CH3:19].[C:21](O[C:21]([O:23][C:24]([CH3:27])([CH3:26])[CH3:25])=[O:22])([O:23][C:24]([CH3:27])([CH3:26])[CH3:25])=[O:22]. Product: [C:11]([O:10][CH:5]1[CH2:6][C:7]([CH3:9])([CH3:8])[N:2]([O:1][C:21]([O:23][C:24]([CH3:27])([CH3:26])[CH3:25])=[O:22])[C:3]([CH3:20])([CH3:19])[CH2:4]1)(=[O:18])[C:12]1[CH:17]=[CH:16][CH:15]=[CH:14][CH:13]=1. The catalyst class is: 630. (8) Reactant: [Cl:1][C:2]1[N:6]2[CH:7]=[C:8]([O:15][CH:16]([F:18])[F:17])[CH:9]=[C:10]([C:11]([F:14])([F:13])[F:12])[C:5]2=[N:4][C:3]=1[C:19]([O:21]C)=[O:20].[OH-].[Na+].Cl. Product: [Cl:1][C:2]1[N:6]2[CH:7]=[C:8]([O:15][CH:16]([F:18])[F:17])[CH:9]=[C:10]([C:11]([F:13])([F:14])[F:12])[C:5]2=[N:4][C:3]=1[C:19]([OH:21])=[O:20]. The catalyst class is: 249. (9) Reactant: [Br:1][C:2]1[N:3]=[C:4]([NH:21][C:22]([CH3:38])([C:24]2[CH:29]=[CH:28][CH:27]=[CH:26][C:25]=2[O:30][CH2:31][C:32]2[CH:37]=[CH:36][CH:35]=[CH:34][CH:33]=2)[CH3:23])[C:5](=[O:20])[N:6]([C:8]2[CH:9]=[C:10]([CH:15]=[C:16]([F:19])[C:17]=2[CH3:18])[C:11](OC)=[O:12])[CH:7]=1.[CH:39]1([NH2:42])[CH2:41][CH2:40]1.C([Mg]Cl)(C)C. Product: [Br:1][C:2]1[N:3]=[C:4]([NH:21][C:22]([CH3:38])([C:24]2[CH:29]=[CH:28][CH:27]=[CH:26][C:25]=2[O:30][CH2:31][C:32]2[CH:37]=[CH:36][CH:35]=[CH:34][CH:33]=2)[CH3:23])[C:5](=[O:20])[N:6]([C:8]2[CH:9]=[C:10]([CH:15]=[C:16]([F:19])[C:17]=2[CH3:18])[C:11]([NH:42][CH:39]2[CH2:41][CH2:40]2)=[O:12])[CH:7]=1. The catalyst class is: 683. (10) Reactant: [CH3:1][CH:2]1[CH2:7][N:6]([CH2:8][C:9]2[CH:14]=[CH:13][C:12]([C:15](=[O:39])[NH:16][C@H:17]3[C@H:22]4[C@@H:18]3[O:19][C:20]3[CH:26]=[CH:25][C:24]([O:27][C:28]5[C:37]6[CH2:36][CH2:35][C:34](=[O:38])[NH:33][C:32]=6[N:31]=[CH:30][CH:29]=5)=[CH:23][C:21]=34)=[CH:11][C:10]=2[C:40]([F:43])([F:42])[F:41])[CH2:5][CH:4]([CH3:44])[N:3]1C(OC(C)(C)C)=O.Cl.CC(=O)OCC. Product: [CH3:1][CH:2]1[NH:3][CH:4]([CH3:44])[CH2:5][N:6]([CH2:8][C:9]2[CH:14]=[CH:13][C:12]([C:15]([NH:16][C@H:17]3[C@H:22]4[C@@H:18]3[O:19][C:20]3[CH:26]=[CH:25][C:24]([O:27][C:28]5[C:37]6[CH2:36][CH2:35][C:34](=[O:38])[NH:33][C:32]=6[N:31]=[CH:30][CH:29]=5)=[CH:23][C:21]=34)=[O:39])=[CH:11][C:10]=2[C:40]([F:42])([F:43])[F:41])[CH2:7]1. The catalyst class is: 425.